Dataset: Peptide-MHC class I binding affinity with 185,985 pairs from IEDB/IMGT. Task: Regression. Given a peptide amino acid sequence and an MHC pseudo amino acid sequence, predict their binding affinity value. This is MHC class I binding data. (1) The peptide sequence is AILGVLATL. The MHC is HLA-A69:01 with pseudo-sequence HLA-A69:01. The binding affinity (normalized) is 0.494. (2) The peptide sequence is SAISYTDII. The MHC is H-2-Kb with pseudo-sequence H-2-Kb. The binding affinity (normalized) is 0.686. (3) The peptide sequence is EKDSNHNVL. The MHC is HLA-B27:03 with pseudo-sequence HLA-B27:03. The binding affinity (normalized) is 0.0847. (4) The peptide sequence is QNQEYSLL. The MHC is HLA-A68:02 with pseudo-sequence HLA-A68:02. The binding affinity (normalized) is 0. (5) The peptide sequence is EEFTMVGRR. The MHC is HLA-B15:09 with pseudo-sequence HLA-B15:09. The binding affinity (normalized) is 0.0847.